From a dataset of Full USPTO retrosynthesis dataset with 1.9M reactions from patents (1976-2016). Predict the reactants needed to synthesize the given product. (1) The reactants are: [C:1]([O:5][CH:6]([C:11]1[C:12]([C:21]2[CH:22]=[C:23]3[C:28](=[CH:29][CH:30]=2)[O:27][CH2:26][CH2:25][CH2:24]3)=[C:13]2[CH:20]=[CH:19][NH:18][C:14]2=[N:15][C:16]=1[CH3:17])[C:7]([O:9]C)=[O:8])([CH3:4])([CH3:3])[CH3:2].[F:31][C:32]1[CH:33]=[C:34]([CH:37]=[C:38]([F:41])[C:39]=1[F:40])[CH2:35]Br. Given the product [C:1]([O:5][CH:6]([C:11]1[C:12]([C:21]2[CH:22]=[C:23]3[C:28](=[CH:29][CH:30]=2)[O:27][CH2:26][CH2:25][CH2:24]3)=[C:13]2[CH:20]=[CH:19][N:18]([CH2:35][C:34]3[CH:33]=[C:32]([F:31])[C:39]([F:40])=[C:38]([F:41])[CH:37]=3)[C:14]2=[N:15][C:16]=1[CH3:17])[C:7]([OH:9])=[O:8])([CH3:4])([CH3:3])[CH3:2], predict the reactants needed to synthesize it. (2) The reactants are: [OH:1][C@@H:2]1[CH2:18][C:17]2[C@@:5]([CH3:24])([C@@H:6]3[C@@H:14]([CH2:15][CH:16]=2)[C@H:13]2[C@@:9]([CH3:22])([C@@H:10]([C:19](=[O:21])[CH3:20])[CH2:11][CH2:12]2)[CH2:8][C@@H:7]3[OH:23])[CH2:4][CH2:3]1.[H][H]. Given the product [OH:1][CH:2]1[CH2:18][CH:17]2[C:5]([CH3:24])([CH:6]3[CH:14]([CH2:15][CH2:16]2)[CH:13]2[C:9]([CH3:22])([CH:10]([C:19](=[O:21])[CH3:20])[CH2:11][CH2:12]2)[CH2:8][CH:7]3[OH:23])[CH2:4][CH2:3]1, predict the reactants needed to synthesize it.